Dataset: Rat liver microsome stability data. Task: Regression/Classification. Given a drug SMILES string, predict its absorption, distribution, metabolism, or excretion properties. Task type varies by dataset: regression for continuous measurements (e.g., permeability, clearance, half-life) or binary classification for categorical outcomes (e.g., BBB penetration, CYP inhibition). Dataset: rlm. (1) The compound is COC(=O)Nc1ccc2c(c1)NC(=O)CCC=CC[C@H](N1CC[C@H](c3cccc(Cl)c3)OC1=O)c1nc(Cl)c-2[nH]1. The result is 1 (stable in rat liver microsomes). (2) The compound is COc1ccc2c(c1)[C@]1(C[C@H]1c1ccc3c(C=Cc4ccc(CN5[C@H](C)CN(C)C[C@@H]5C)cc4)[nH]nc3c1)C(=O)N2. The result is 0 (unstable in rat liver microsomes). (3) The molecule is Cc1nc(O)c2c(Nc3cccc4c(C)c[nH]c34)nc(N[C@@H]3CCCC[C@@H]3N)cc2n1. The result is 0 (unstable in rat liver microsomes). (4) The drug is CC(O)CN1CCN(CC[S+]([O-])C(c2ccc(F)cc2)c2ccc(F)cc2)CC1. The result is 0 (unstable in rat liver microsomes). (5) The drug is O=C(O)[C@H]1O[C@@H](Oc2ccc([C@@H]3[C@@H](CC[C@H](O)c4ccc(F)cc4)C(=O)N3c3ccc(F)cc3)cc2)[C@H](O)[C@@H](O)[C@@H]1O. The result is 0 (unstable in rat liver microsomes). (6) The drug is Oc1ccc(-c2ccc(CNCCc3c[nH]c4ncc(F)cc34)o2)cc1. The result is 1 (stable in rat liver microsomes). (7) The molecule is N[C@H]1CCCC[C@H]1Nc1cc2ncnc(O)c2c(Nc2cccc3cc[nH]c23)n1. The result is 1 (stable in rat liver microsomes). (8) The compound is CNC(=O)c1c(-c2ccc(F)cc2)oc2nc(NCC(F)(F)F)c(-c3cccc(C(=O)NC(C)(C)c4ncccn4)c3)cc12. The result is 0 (unstable in rat liver microsomes). (9) The molecule is CCOc1nc(NC(=O)C(C)(C)NC(=O)c2ccc3c(C4CCCC4)c(-c4cncnc4)n(C)c3c2)ccc1C=CC(=O)O. The result is 0 (unstable in rat liver microsomes).